From a dataset of Forward reaction prediction with 1.9M reactions from USPTO patents (1976-2016). Predict the product of the given reaction. (1) The product is: [CH3:24][O:23][C:3]1[C:2]([O:1][CH2:32][CH2:33][CH3:34])=[CH:22][C:6]2[C:7]3[N:12]([CH:13]([CH3:15])[CH2:14][C:5]=2[CH:4]=1)[CH:11]=[C:10]([C:16]([O:18][CH2:19][CH3:20])=[O:17])[C:9](=[O:21])[CH:8]=3. Given the reactants [OH:1][C:2]1[C:3]([O:23][CH3:24])=[CH:4][C:5]2[CH2:14][CH:13]([CH3:15])[N:12]3[C:7](=[CH:8][C:9](=[O:21])[C:10]([C:16]([O:18][CH2:19][CH3:20])=[O:17])=[CH:11]3)[C:6]=2[CH:22]=1.C(=O)([O-])[O-].[K+].[K+].I[CH2:32][CH2:33][CH3:34].O, predict the reaction product. (2) Given the reactants Br[C:2]1[S:3][CH:4]=[C:5]([C:7]([NH:9][C:10]2[CH:11]=[N:12][N:13]([CH3:31])[C:14]=2[C@H:15]2[O:21][CH2:20][C@H:19]([F:22])[C@H:18]([NH:23]C(=O)OC(C)(C)C)[CH2:17][CH2:16]2)=[O:8])[N:6]=1.[F:32][C:33]1[C:38]([F:39])=[CH:37][CH:36]=[C:35]([F:40])[C:34]=1B(O)O, predict the reaction product. The product is: [NH2:23][C@H:18]1[C@@H:19]([F:22])[CH2:20][O:21][C@H:15]([C:14]2[N:13]([CH3:31])[N:12]=[CH:11][C:10]=2[NH:9][C:7]([C:5]2[N:6]=[C:2]([C:34]3[C:35]([F:40])=[CH:36][CH:37]=[C:38]([F:39])[C:33]=3[F:32])[S:3][CH:4]=2)=[O:8])[CH2:16][CH2:17]1. (3) Given the reactants [OH:1][C:2]1[CH:7]=[CH:6][C:5]([C:8]([N:10]2[CH2:14][CH2:13][CH2:12][C@H:11]2[CH2:15][N:16]2[CH2:20][CH2:19][CH2:18][CH2:17]2)=[O:9])=[CH:4][CH:3]=1.[Cl:21][C:22]1[CH:27]=[CH:26][C:25]([CH2:28]Cl)=[CH:24][N:23]=1, predict the reaction product. The product is: [Cl:21][C:22]1[N:23]=[CH:24][C:25]([CH2:28][O:1][C:2]2[CH:7]=[CH:6][C:5]([C:8]([N:10]3[CH2:14][CH2:13][CH2:12][C@H:11]3[CH2:15][N:16]3[CH2:17][CH2:18][CH2:19][CH2:20]3)=[O:9])=[CH:4][CH:3]=2)=[CH:26][CH:27]=1. (4) Given the reactants [F:1][C:2]1[C:7]2[CH2:8][CH2:9][C:10]3[CH:15]=[CH:14][N:13]=[CH:12][C:11]=3[CH:16]([NH2:17])[C:6]=2[CH:5]=[CH:4][CH:3]=1.[C:18](=S)=[S:19].C(Cl)CCl, predict the reaction product. The product is: [F:1][C:2]1[C:7]2[CH2:8][CH2:9][C:10]3[CH:15]=[CH:14][N:13]=[CH:12][C:11]=3[CH:16]([N:17]=[C:18]=[S:19])[C:6]=2[CH:5]=[CH:4][CH:3]=1. (5) Given the reactants Cl[C:2]1[N:7]=[CH:6][C:5]2[C:8]([N:14]3[CH2:20][C:16]4([CH2:19][O:18][CH2:17]4)[CH2:15]3)=[N:9][N:10]([CH:11]([CH3:13])[CH3:12])[C:4]=2[CH:3]=1.[CH3:21][O:22][CH:23]1[CH2:28][CH2:27][N:26]([C:29]2[N:34]=[C:33]([NH2:35])[CH:32]=[CH:31][N:30]=2)[CH2:25][CH2:24]1.C(=O)([O-])[O-].[Cs+].[Cs+].C1(P(C2CCCCC2)C2C=CC=CC=2C2C(C(C)C)=CC(C(C)C)=CC=2C(C)C)CCCCC1, predict the reaction product. The product is: [CH:11]([N:10]1[C:4]2[CH:3]=[C:2]([NH:35][C:33]3[CH:32]=[CH:31][N:30]=[C:29]([N:26]4[CH2:25][CH2:24][CH:23]([O:22][CH3:21])[CH2:28][CH2:27]4)[N:34]=3)[N:7]=[CH:6][C:5]=2[C:8]([N:14]2[CH2:20][C:16]3([CH2:19][O:18][CH2:17]3)[CH2:15]2)=[N:9]1)([CH3:13])[CH3:12]. (6) Given the reactants CN(C(ON1N=NC2C=CC=CC1=2)=[N+](C)C)C.[B-](F)(F)(F)F.Cl.[CH2:24]([C:31]([OH:33])=O)[CH2:25][C:26]1[N:30]=[CH:29][NH:28][CH:27]=1.[NH2:34][C@H:35]([CH2:54][C:55]1[CH:60]=[CH:59][C:58]([O:61][CH3:62])=[CH:57][CH:56]=1)[C:36]([N:38]1[CH2:41][C:40]([CH2:49][CH2:50][CH2:51][CH2:52][CH3:53])([C:42]2[CH:47]=[CH:46][C:45]([F:48])=[CH:44][CH:43]=2)[CH2:39]1)=[O:37].[OH-].[Na+], predict the reaction product. The product is: [F:48][C:45]1[CH:46]=[CH:47][C:42]([C:40]2([CH2:49][CH2:50][CH2:51][CH2:52][CH3:53])[CH2:39][N:38]([C:36](=[O:37])[C@H:35]([NH:34][C:31](=[O:33])[CH2:24][CH2:25][C:26]3[N:30]=[CH:29][NH:28][CH:27]=3)[CH2:54][C:55]3[CH:60]=[CH:59][C:58]([O:61][CH3:62])=[CH:57][CH:56]=3)[CH2:41]2)=[CH:43][CH:44]=1.